This data is from Forward reaction prediction with 1.9M reactions from USPTO patents (1976-2016). The task is: Predict the product of the given reaction. (1) Given the reactants [CH3:1][O:2][CH2:3][C:4]1[CH:5]=[C:6]([C:10]2[CH:11]=[C:12]3[C:17](=[C:18]([O:20]COCC[Si](C)(C)C)[CH:19]=2)[N:16]=[CH:15][N:14](COCC[Si](C)(C)C)[C:13]3=[O:37])[CH:7]=[CH:8][CH:9]=1, predict the reaction product. The product is: [OH:20][C:18]1[CH:19]=[C:10]([C:6]2[CH:7]=[CH:8][CH:9]=[C:4]([CH2:3][O:2][CH3:1])[CH:5]=2)[CH:11]=[C:12]2[C:17]=1[N:16]=[CH:15][NH:14][C:13]2=[O:37]. (2) Given the reactants [C:1]([O:5][C:6]([N:8]([CH2:33][C:34]1[CH:43]=[CH:42][C:37]2[O:38][CH2:39][CH2:40][O:41][C:36]=2[CH:35]=1)[CH:9]1[CH2:14][CH2:13][N:12]([CH2:15][CH2:16][N:17]2[C:26]3[C:21](=[CH:22][CH:23]=[C:24]([O:27][CH3:28])[CH:25]=3)[C:20]([C:29]([OH:31])=O)=[CH:19][C:18]2=[O:32])[CH2:11][CH2:10]1)=[O:7])([CH3:4])([CH3:3])[CH3:2].C(Cl)(=O)OCC.[NH2:50][CH2:51][CH2:52][OH:53].C(OC(C)C)(C)C, predict the reaction product. The product is: [O:38]1[C:37]2[CH:42]=[CH:43][C:34]([CH2:33][N:8]([CH:9]3[CH2:10][CH2:11][N:12]([CH2:15][CH2:16][N:17]4[C:26]5[C:21](=[CH:22][CH:23]=[C:24]([O:27][CH3:28])[CH:25]=5)[C:20]([C:29]([NH:50][CH2:51][CH2:52][OH:53])=[O:31])=[CH:19][C:18]4=[O:32])[CH2:13][CH2:14]3)[C:6](=[O:7])[O:5][C:1]([CH3:3])([CH3:2])[CH3:4])=[CH:35][C:36]=2[O:41][CH2:40][CH2:39]1. (3) Given the reactants [F:1][C:2]1[CH:7]=[CH:6][C:5]([C:8]2[N:12]=[C:11]([C:13]3[CH:18]=[CH:17][C:16]([F:19])=[CH:15][CH:14]=3)[N:10]([CH2:20][C:21]([OH:23])=O)[N:9]=2)=[CH:4][CH:3]=1.S(Cl)([Cl:26])=O, predict the reaction product. The product is: [F:1][C:2]1[CH:7]=[CH:6][C:5]([C:8]2[N:12]=[C:11]([C:13]3[CH:18]=[CH:17][C:16]([F:19])=[CH:15][CH:14]=3)[N:10]([CH2:20][C:21]([Cl:26])=[O:23])[N:9]=2)=[CH:4][CH:3]=1. (4) Given the reactants I[C:2]1[CH:7]=[CH:6][CH:5]=[CH:4][CH:3]=1.[CH3:8][O:9][C:10](=[O:35])[C:11]1[CH:16]=[CH:15][CH:14]=[C:13]([CH2:17][N:18]([C:29]2[CH:34]=[CH:33][CH:32]=[CH:31][CH:30]=2)[C:19](=[O:28])[C:20]#[C:21][C:22]2[CH:27]=[CH:26][CH:25]=[CH:24][CH:23]=2)[CH:12]=1, predict the reaction product. The product is: [CH3:8][O:9][C:10](=[O:35])[C:11]1[CH:16]=[CH:15][CH:14]=[C:13]([CH2:17][N:18]2[C:29]3[C:34](=[CH:33][CH:32]=[CH:31][CH:30]=3)[C:20](=[C:21]([C:2]3[CH:7]=[CH:6][CH:5]=[CH:4][CH:3]=3)[C:22]3[CH:23]=[CH:24][CH:25]=[CH:26][CH:27]=3)[C:19]2=[O:28])[CH:12]=1. (5) Given the reactants [CH:1]1([CH2:4][O:5][C:6]2[N:11]=[C:10]([C:12]([OH:14])=O)[CH:9]=[CH:8][C:7]=2[N:15]2[CH2:18][C:17]([F:20])([F:19])[CH2:16]2)[CH2:3][CH2:2]1.[CH3:21][C:22]1([CH3:27])[CH2:26][CH2:25][CH2:24][NH:23]1.CN(C(ON1N=NC2C=CC=CC1=2)=[N+](C)C)C.[B-](F)(F)(F)F.CCN(C(C)C)C(C)C, predict the reaction product. The product is: [CH:1]1([CH2:4][O:5][C:6]2[N:11]=[C:10]([C:12]([N:23]3[CH2:24][CH2:25][CH2:26][C:22]3([CH3:27])[CH3:21])=[O:14])[CH:9]=[CH:8][C:7]=2[N:15]2[CH2:18][C:17]([F:20])([F:19])[CH2:16]2)[CH2:2][CH2:3]1. (6) Given the reactants [CH2:1]([NH2:4])[CH2:2][NH2:3].[C:5]1(=[O:11])[O:10][C:8](=[O:9])[CH2:7][CH2:6]1.C(=O)=O.[OH-].[Na+].[C:17](O)(=[O:28])[CH2:18][C:19](CC(O)=O)([C:21]([OH:23])=[O:22])O.Cl, predict the reaction product. The product is: [C:21]([CH2:19][CH2:18][C:17]([NH:3][CH2:2][CH2:1][NH:4][C:8](=[O:9])[CH2:7][CH2:6][C:5]([OH:10])=[O:11])=[O:28])([OH:23])=[O:22]. (7) Given the reactants [O:1]=[CH:2][C:3](Cl)(Cl)Cl.S([O-])([O-])(=O)=O.[Na+].[Na+].[Cl:14][C:15]1[C:21]([Cl:22])=[CH:20][CH:19]=[CH:18][C:16]=1[NH2:17].Cl.Cl.[NH2:25][OH:26], predict the reaction product. The product is: [Cl:14][C:15]1[C:21]([Cl:22])=[CH:20][CH:19]=[CH:18][C:16]=1[NH:17][C:2](=[O:1])/[CH:3]=[N:25]/[OH:26].